This data is from Forward reaction prediction with 1.9M reactions from USPTO patents (1976-2016). The task is: Predict the product of the given reaction. (1) Given the reactants [F:1][C:2]1[CH:3]=[C:4]([CH:6]=[CH:7][CH:8]=1)[NH2:5].O=[C:10]1[CH2:15][CH2:14][N:13](C([O-])=O)[CH2:12][CH2:11]1.C(O[BH-](OC(=O)C)OC(=O)C)(=O)C.[Na+].[ClH:33], predict the reaction product. The product is: [ClH:33].[F:1][C:2]1[CH:3]=[C:4]([NH:5][CH:10]2[CH2:15][CH2:14][NH:13][CH2:12][CH2:11]2)[CH:6]=[CH:7][CH:8]=1. (2) Given the reactants [Br:1][C:2]1[N:7]=[C:6]([NH:8][C:9]2[CH:14]=[CH:13][N:12]=[C:11]([Cl:15])[CH:10]=2)[C:5]([N+:16]([O-])=O)=[CH:4][CH:3]=1.Br[C:20]1N=C(NC2C=CN=C(Cl)C=2)C(N)=CC=1.[Cl-].[NH4+], predict the reaction product. The product is: [Br:1][C:2]1[N:7]=[C:6]2[N:8]([C:9]3[CH:14]=[CH:13][N:12]=[C:11]([Cl:15])[CH:10]=3)[CH:20]=[N:16][C:5]2=[CH:4][CH:3]=1. (3) Given the reactants C(OC([N:8]1[CH2:13][CH2:12][N:11]([C:14]2[C:15]([C:28]3[CH:33]=[CH:32][C:31]([F:34])=[CH:30][CH:29]=3)=[N:16][C:17]3[C:22]([N:23]=2)=[CH:21][C:20]([C:24]([O:26]C)=[O:25])=[CH:19][CH:18]=3)[C@@H:10]([CH3:35])[CH2:9]1)=O)(C)(C)C.C(O)(C(F)(F)F)=O.[OH-].[Na+], predict the reaction product. The product is: [F:34][C:31]1[CH:32]=[CH:33][C:28]([C:15]2[C:14]([N:11]3[CH2:12][CH2:13][NH:8][CH2:9][C@@H:10]3[CH3:35])=[N:23][C:22]3[C:17](=[CH:18][CH:19]=[C:20]([C:24]([OH:26])=[O:25])[CH:21]=3)[N:16]=2)=[CH:29][CH:30]=1. (4) Given the reactants CN1CCOCC1.[C:8]1([C:25]2[CH:30]=[CH:29][CH:28]=[CH:27][CH:26]=2)[CH:13]=[CH:12][C:11]([S:14]([N:17]2[CH2:21][CH2:20][S:19][CH:18]2[C:22]([OH:24])=O)(=[O:16])=[O:15])=[CH:10][CH:9]=1.ClC(OCC(C)C)=O.[NH2:39][C@H:40]([C:44]1[CH:49]=[CH:48][CH:47]=[CH:46][CH:45]=1)[CH2:41][CH2:42][OH:43], predict the reaction product. The product is: [C:8]1([C:25]2[CH:26]=[CH:27][CH:28]=[CH:29][CH:30]=2)[CH:13]=[CH:12][C:11]([S:14]([N:17]2[CH2:21][CH2:20][S:19][CH:18]2[C:22]([NH:39][C@H:40]([C:44]2[CH:49]=[CH:48][CH:47]=[CH:46][CH:45]=2)[CH2:41][CH2:42][OH:43])=[O:24])(=[O:15])=[O:16])=[CH:10][CH:9]=1.